This data is from Reaction yield outcomes from USPTO patents with 853,638 reactions. The task is: Predict the reaction yield, written as a fraction of the theoretical maximum amount of product (1.0 means a 100% yield; for example, 0.34 means a 34% yield). (1) The reactants are Cl[C:2]1[CH:3]=[CH:4][C:5]([N+:11]([O-:13])=[O:12])=[C:6]([CH:10]=1)[C:7]([NH2:9])=[O:8].[NH:14]1[CH2:19][CH2:18][O:17][CH2:16][CH2:15]1.C([O-])([O-])=O.[K+].[K+].O. The catalyst is CN(C=O)C. The product is [N:14]1([C:2]2[CH:3]=[CH:4][C:5]([N+:11]([O-:13])=[O:12])=[C:6]([CH:10]=2)[C:7]([NH2:9])=[O:8])[CH2:19][CH2:18][O:17][CH2:16][CH2:15]1. The yield is 0.200. (2) The reactants are [CH3:1][O:2][CH2:3][CH2:4][O:5][C:6]1[CH:11]=[CH:10][C:9](/[CH:12]=[CH:13]/[C:14]([O:16]CC)=[O:15])=[C:8]([NH:19][C:20]2[CH:25]=[CH:24][C:23]([C:26]([F:29])([F:28])[F:27])=[CH:22][CH:21]=2)[CH:7]=1.[OH-].[Na+]. The product is [CH3:1][O:2][CH2:3][CH2:4][O:5][C:6]1[CH:11]=[CH:10][C:9](/[CH:12]=[CH:13]/[C:14]([OH:16])=[O:15])=[C:8]([NH:19][C:20]2[CH:21]=[CH:22][C:23]([C:26]([F:27])([F:28])[F:29])=[CH:24][CH:25]=2)[CH:7]=1. The catalyst is O1CCCC1.C(O)C. The yield is 0.720. (3) The reactants are [OH:1][C:2]([CH3:18])([CH3:17])[CH2:3][N:4]([CH3:16])[C:5]([C:7]1[C:11]([N+:12]([O-])=O)=[CH:10][N:9]([CH3:15])[N:8]=1)=[O:6]. The catalyst is C(O)C.[Pd]. The product is [NH2:12][C:11]1[C:7]([C:5]([N:4]([CH2:3][C:2]([OH:1])([CH3:17])[CH3:18])[CH3:16])=[O:6])=[N:8][N:9]([CH3:15])[CH:10]=1. The yield is 0.800. (4) The reactants are [Cl-].[NH4+:2].[Cl-].C[Al](C)C.[CH3:8][C:9]1[C:18]2[C:13](=[CH:14][CH:15]=[CH:16][CH:17]=2)[N:12]=[C:11]([NH:19][C:20]#[N:21])[N:10]=1. The catalyst is C1(C)C=CC=CC=1.C(Cl)(Cl)Cl. The product is [CH3:8][C:9]1[C:18]2[C:13](=[CH:14][CH:15]=[CH:16][CH:17]=2)[N:12]=[C:11]([NH:19][C:20]([NH2:2])=[NH:21])[N:10]=1. The yield is 0.340. (5) The catalyst is C1(C)C=CC=CC=1.CCOC(C)=O. The reactants are [F:1][C:2]1[CH:7]=[CH:6][C:5]([C:8]2[CH:12]=[C:11]([O:13][CH2:14][C:15]([CH3:17])=O)[NH:10][N:9]=2)=[CH:4][CH:3]=1.C(O)(=O)C.CC1C=CC(S(O)(=O)=O)=CC=1. The product is [F:1][C:2]1[CH:7]=[CH:6][C:5]([C:8]2[CH:12]=[C:11]3[O:13][CH:14]=[C:15]([CH3:17])[N:10]3[N:9]=2)=[CH:4][CH:3]=1. The yield is 0.430. (6) The reactants are [F:1][C:2]([F:25])([F:24])[CH2:3][O:4][C:5]1[CH:10]=[CH:9][C:8]([C:11](=O)[CH2:12][C:13](=O)[C:14]([F:17])([F:16])[F:15])=[CH:7][C:6]=1[C:20]([F:23])([F:22])[F:21].[NH2:26][C:27]1[C:31]([C:32]2[CH:33]=[N:34][CH:35]=[CH:36][CH:37]=2)=[CH:30][NH:29][N:28]=1. No catalyst specified. The product is [F:1][C:2]([F:25])([F:24])[CH2:3][O:4][C:5]1[CH:10]=[CH:9][C:8]([C:11]2[CH:12]=[C:13]([C:14]([F:17])([F:16])[F:15])[N:28]3[N:29]=[CH:30][C:31]([C:32]4[CH:33]=[N:34][CH:35]=[CH:36][CH:37]=4)=[C:27]3[N:26]=2)=[CH:7][C:6]=1[C:20]([F:23])([F:22])[F:21]. The yield is 0.690.